From a dataset of Forward reaction prediction with 1.9M reactions from USPTO patents (1976-2016). Predict the product of the given reaction. (1) The product is: [CH3:27][O:28][CH2:29][O:1][CH:2]1[CH2:3][CH2:4][C:5]([C:8]([O:10][CH2:11][CH3:12])=[O:9])([C:13]([O:15][CH2:16][CH3:17])=[O:14])[CH2:6][CH2:7]1. Given the reactants [OH:1][CH:2]1[CH2:7][CH2:6][C:5]([C:13]([O:15][CH2:16][CH3:17])=[O:14])([C:8]([O:10][CH2:11][CH3:12])=[O:9])[CH2:4][CH2:3]1.C(N(C(C)C)CC)(C)C.[CH3:27][O:28][CH2:29]Cl, predict the reaction product. (2) Given the reactants [C:1]([O:5][C:6](=[O:15])[NH:7][CH:8]([CH2:13][CH3:14])[CH:9]([C:11]#[N:12])[OH:10])([CH3:4])([CH3:3])[CH3:2].Cl.[NH2:17][OH:18], predict the reaction product. The product is: [C:1]([O:5][C:6](=[O:15])[NH:7][C@H:8]([CH:9]([OH:10])[C:11](=[NH:12])[NH:17][OH:18])[CH2:13][CH3:14])([CH3:2])([CH3:3])[CH3:4]. (3) Given the reactants [C:1]([O:5][C:6](=[O:12])[N:7]([CH3:11])[CH2:8][CH:9]=O)([CH3:4])([CH3:3])[CH3:2].[Cl:13][C:14]1[C:15]([N:20]2[CH2:25][CH2:24][NH:23][CH2:22][CH2:21]2)=[N:16][CH:17]=[CH:18][N:19]=1.C(O[BH-](OC(=O)C)OC(=O)C)(=O)C.[Na+], predict the reaction product. The product is: [C:1]([O:5][C:6](=[O:12])[N:7]([CH2:8][CH2:9][N:23]1[CH2:24][CH2:25][N:20]([C:15]2[C:14]([Cl:13])=[N:19][CH:18]=[CH:17][N:16]=2)[CH2:21][CH2:22]1)[CH3:11])([CH3:4])([CH3:3])[CH3:2]. (4) Given the reactants Br[C:2]1[CH:7]=[C:6]([CH2:8][NH:9][C:10]([C@H:12]2[N:16]([C:17]([O:19][C:20]([CH3:23])([CH3:22])[CH3:21])=[O:18])[C@@H:15]([CH3:24])[C@H:14]([F:25])[CH2:13]2)=[O:11])[C:5]([F:26])=[CH:4][N:3]=1.[CH2:27]([O:29][C:30]([C:32]1[CH:33]=[C:34](B(O)O)[CH:35]=[N:36][C:37]=1[C:38]([F:41])([F:40])[F:39])=[O:31])[CH3:28].C(=O)([O-])[O-].[K+].[K+].O, predict the reaction product. The product is: [C:20]([O:19][C:17]([N:16]1[C@@H:15]([CH3:24])[C@H:14]([F:25])[CH2:13][C@H:12]1[C:10]([NH:9][CH2:8][C:6]1[C:5]([F:26])=[CH:4][N:3]=[C:2]([C:34]2[CH:35]=[N:36][C:37]([C:38]([F:40])([F:41])[F:39])=[C:32]([C:30]([O:29][CH2:27][CH3:28])=[O:31])[CH:33]=2)[CH:7]=1)=[O:11])=[O:18])([CH3:23])([CH3:22])[CH3:21]. (5) The product is: [NH2:7][C@:6]([CH3:18])([C@H:10]([OH:9])[CH3:11])[C:4]([OH:5])=[O:3]. Given the reactants Cl.C[O:3][C:4]([C:6]1([CH3:18])[CH:10]([CH3:11])[O:9]C(C2C=CC=CC=2)=[N:7]1)=[O:5].O, predict the reaction product. (6) Given the reactants [CH:1]1(N=C=N[CH:1]2[CH2:6][CH2:5][CH2:4][CH2:3][CH2:2]2)[CH2:6][CH2:5][CH2:4][CH2:3][CH2:2]1.[CH3:16][C:17]1([CH2:21][O:22][CH2:23][CH2:24][CH2:25][O:26][C:27]2[CH:35]=[CH:34][C:30]([C:31]([OH:33])=[O:32])=[CH:29][CH:28]=2)[CH2:20][O:19][CH2:18]1.CC1C=C(O)C=CC=1O, predict the reaction product. The product is: [CH3:16][C:17]1([CH2:21][O:22][CH2:23][CH2:24][CH2:25][O:26][C:27]2[CH:28]=[CH:29][C:30]([C:31]([O:33][C:1]3[CH:6]=[CH:5][CH:4]=[CH:3][CH:2]=3)=[O:32])=[CH:34][CH:35]=2)[CH2:20][O:19][CH2:18]1. (7) Given the reactants [NH2:1][C:2]1[CH:7]=[CH:6][C:5]([Cl:8])=[CH:4][N:3]=1.[C:9](O[C:9]([O:11][C:12]([CH3:15])([CH3:14])[CH3:13])=[O:10])([O:11][C:12]([CH3:15])([CH3:14])[CH3:13])=[O:10], predict the reaction product. The product is: [Cl:8][C:5]1[CH:6]=[CH:7][C:2]([NH:1][C:9](=[O:10])[O:11][C:12]([CH3:15])([CH3:14])[CH3:13])=[N:3][CH:4]=1. (8) Given the reactants CC1(C)C(C)(C)OB([C:9]2[CH:25]=[CH:24][C:12]3[O:13][CH2:14][CH2:15][N:16]([C:17]([O:19][C:20]([CH3:23])([CH3:22])[CH3:21])=[O:18])[C:11]=3[CH:10]=2)O1.Br[C:28]1[N:33]=[C:32]([C:34]([O:36][CH3:37])=[O:35])[C:31]([O:38][CH2:39][CH2:40][CH2:41][O:42][C:43]2[CH:48]=[CH:47][CH:46]=[CH:45][CH:44]=2)=[CH:30][CH:29]=1.C([O-])([O-])=O.[K+].[K+].S1C2C=CC=CC=2N=C1NC(N1C2C(=CC=C(C3SC(C4C=CC(OC)=CC=4)=C(C(O)=O)N=3)C=2)CCC1)=O, predict the reaction product. The product is: [CH3:37][O:36][C:34]([C:32]1[N:33]=[C:28]([C:9]2[CH:25]=[CH:24][C:12]3[O:13][CH2:14][CH2:15][N:16]([C:17]([O:19][C:20]([CH3:21])([CH3:22])[CH3:23])=[O:18])[C:11]=3[CH:10]=2)[CH:29]=[CH:30][C:31]=1[O:38][CH2:39][CH2:40][CH2:41][O:42][C:43]1[CH:48]=[CH:47][CH:46]=[CH:45][CH:44]=1)=[O:35].